From a dataset of Reaction yield outcomes from USPTO patents with 853,638 reactions. Predict the reaction yield, written as a fraction of the theoretical maximum amount of product (1.0 means a 100% yield; for example, 0.34 means a 34% yield). (1) The reactants are CC(C)([O-])C.[K+].[C:7]([O:12]CC)(=O)[CH2:8][CH2:9][CH3:10].[CH:15](OCC)=O.[NH2:20][C:21]([NH2:23])=[S:22]. The catalyst is C1COCC1.C(OCC)C.O.CC(O)=O. The product is [CH2:9]([C:8]1[C:7](=[O:12])[NH:20][C:21](=[S:22])[NH:23][CH:15]=1)[CH3:10]. The yield is 0.820. (2) The reactants are [Cl:1][C:2]1[CH:3]=[C:4]([CH:9]([C:24]([F:27])([F:26])[F:25])/[CH:10]=[CH:11]/[C:12]2[CH:22]=[CH:21][C:15]([C:16]([O:18]CC)=[O:17])=[C:14]([CH3:23])[CH:13]=2)[CH:5]=[C:6]([Cl:8])[CH:7]=1.Cl. The catalyst is O1CCOCC1. The product is [Cl:1][C:2]1[CH:3]=[C:4]([CH:9]([C:24]([F:27])([F:25])[F:26])/[CH:10]=[CH:11]/[C:12]2[CH:22]=[CH:21][C:15]([C:16]([OH:18])=[O:17])=[C:14]([CH3:23])[CH:13]=2)[CH:5]=[C:6]([Cl:8])[CH:7]=1. The yield is 0.500. (3) The reactants are N(C(C)C)C(C)C.[Li]CCCC.[Br:13][C:14]1[CH:19]=[CH:18][C:17]([NH2:20])=[C:16]([F:21])[CH:15]=1.Cl[C:23]1[C:24]([C:31]([OH:33])=[O:32])=[CH:25][N:26]([CH3:30])[C:27](=[O:29])[CH:28]=1. The catalyst is C1COCC1. The product is [Br:13][C:14]1[CH:19]=[CH:18][C:17]([NH:20][C:23]2[C:24]([C:31]([OH:33])=[O:32])=[CH:25][N:26]([CH3:30])[C:27](=[O:29])[CH:28]=2)=[C:16]([F:21])[CH:15]=1. The yield is 0.770.